This data is from Reaction yield outcomes from USPTO patents with 853,638 reactions. The task is: Predict the reaction yield, written as a fraction of the theoretical maximum amount of product (1.0 means a 100% yield; for example, 0.34 means a 34% yield). (1) The reactants are [Si:1]([O:8][CH2:9][C:10]1([NH:25][C:26](=[O:32])[O:27][C:28]([CH3:31])([CH3:30])[CH3:29])[CH2:15][CH2:14][N:13]([C:16]2[C:17]([N+:22]([O-])=O)=[N:18][CH:19]=[CH:20][CH:21]=2)[CH2:12][CH2:11]1)([C:4]([CH3:7])([CH3:6])[CH3:5])([CH3:3])[CH3:2].[H][H]. The catalyst is [Pd]. The product is [NH2:22][C:17]1[C:16]([N:13]2[CH2:12][CH2:11][C:10]([NH:25][C:26](=[O:32])[O:27][C:28]([CH3:31])([CH3:30])[CH3:29])([CH2:9][O:8][Si:1]([C:4]([CH3:7])([CH3:6])[CH3:5])([CH3:3])[CH3:2])[CH2:15][CH2:14]2)=[CH:21][CH:20]=[CH:19][N:18]=1. The yield is 0.850. (2) The reactants are [CH2:1]([N:3]([CH2:37][CH3:38])[C:4]([C:6]1[CH:11]=[CH:10][C:9]([CH:12]([C:26]2[CH:31]=[CH:30][C:29]([NH:32][C:33]([O:35][CH3:36])=[O:34])=[CH:28][CH:27]=2)[N:13]2[CH2:18][CH2:17][N:16](C(OC(C)(C)C)=O)[CH2:15][CH2:14]2)=[CH:8][CH:7]=1)=[O:5])[CH3:2].C1(O)C=CC=CC=1.Cl[Si](C)(C)C. The catalyst is ClCCl. The product is [CH3:36][O:35][C:33](=[O:34])[NH:32][C:29]1[CH:30]=[CH:31][C:26]([CH:12]([C:9]2[CH:10]=[CH:11][C:6]([C:4]([N:3]([CH2:37][CH3:38])[CH2:1][CH3:2])=[O:5])=[CH:7][CH:8]=2)[N:13]2[CH2:18][CH2:17][NH:16][CH2:15][CH2:14]2)=[CH:27][CH:28]=1. The yield is 0.870. (3) The yield is 0.790. The product is [CH3:55][C:45]1[CH:50]=[CH:49][C:48]([S:51]([O:44][CH2:43][CH:40]2[CH2:39][C:38]3[CH:37]=[CH:36][CH:35]=[C:34]([CH:31]([CH3:33])[CH3:32])[C:42]=3[O:41]2)(=[O:53])=[O:52])=[CH:47][CH:46]=1. The reactants are C(C1C=CC=C(C(C)C)C=1O)C=C.ClC1C=C(C=CC=1)C(OO)=O.C(=O)([O-])[O-].[K+].[K+].[CH:31]([C:34]1[C:42]2[O:41][CH:40]([CH2:43][OH:44])[CH2:39][C:38]=2[CH:37]=[CH:36][CH:35]=1)([CH3:33])[CH3:32].[C:45]1([CH3:55])[CH:50]=[CH:49][C:48]([S:51](Cl)(=[O:53])=[O:52])=[CH:47][CH:46]=1. No catalyst specified. (4) The reactants are O.[OH-].[Li+].[C:4]1([CH:10]([N:12]2[C:20]3[C:15](=[CH:16][CH:17]=[CH:18][CH:19]=3)[C:14]([C:21]([O:23]C)=[O:22])=[N:13]2)[CH3:11])[CH:9]=[CH:8][CH:7]=[CH:6][CH:5]=1. The catalyst is O1CCCC1.O. The product is [C:4]1([CH:10]([N:12]2[C:20]3[C:15](=[CH:16][CH:17]=[CH:18][CH:19]=3)[C:14]([C:21]([OH:23])=[O:22])=[N:13]2)[CH3:11])[CH:9]=[CH:8][CH:7]=[CH:6][CH:5]=1. The yield is 0.600. (5) The reactants are CON(C)[C:4](=[O:28])[C:5]1[CH:10]=[CH:9][CH:8]=[C:7]([C:11]2[CH:12]=[CH:13][C:14]3[O:18][C:17]([CH2:19][CH2:20][N:21]4[CH2:25][CH2:24][CH2:23][C@H:22]4[CH3:26])=[CH:16][C:15]=3[CH:27]=2)[CH:6]=1.C1([Mg]Br)CCCC1. No catalyst specified. The product is [CH3:26][C@@H:22]1[CH2:23][CH2:24][CH2:25][N:21]1[CH2:20][CH2:19][C:17]1[O:18][C:14]2[CH:13]=[CH:12][C:11]([C:7]3[CH:6]=[C:5]([CH:10]=[CH:9][CH:8]=3)[CH:4]=[O:28])=[CH:27][C:15]=2[CH:16]=1. The yield is 0.160. (6) The reactants are C(N(CC)CC)C.[F:8][C:9]1[CH:10]=[C:11]2[C:17]([CH:18]=[O:19])=[CH:16][N:15](C(OC(C)(C)C)=O)[C:12]2=[N:13][CH:14]=1.[CH:27](=[N:34][C:35]1[CH:40]=[C:39]([O:41][CH3:42])[CH:38]=[C:37]([O:43][CH3:44])[CH:36]=1)[C:28]1[CH:33]=[CH:32][CH:31]=[CH:30][CH:29]=1. The catalyst is [Cl-].C([N+]1C(C)=C(CCO)SC=1)C1C=CC=CC=1.C(O)C. The product is [CH3:44][O:43][C:37]1[CH:36]=[C:35]([NH:34][CH:27]([C:28]2[CH:33]=[CH:32][CH:31]=[CH:30][CH:29]=2)[C:18]([C:17]2[C:11]3[C:12](=[N:13][CH:14]=[C:9]([F:8])[CH:10]=3)[NH:15][CH:16]=2)=[O:19])[CH:40]=[C:39]([O:41][CH3:42])[CH:38]=1. The yield is 0.0100. (7) The reactants are [CH3:1][N:2]1[CH2:6][C:5]23[CH:11]([CH2:12][CH2:13][CH:4]2[CH2:3]1)[C:10]1[CH:14]=[CH:15][C:16](OS(C(F)(F)F)(=O)=O)=[CH:17][C:9]=1[CH2:8][CH2:7]3.[C:26]([C:28]1[CH:33]=[CH:32][C:31](B(O)O)=[CH:30][CH:29]=1)#[N:27].C([O-])([O-])=O.[Na+].[Na+]. The catalyst is C1(C)C=CC=CC=1.C(O)C.C1C=CC([P]([Pd]([P](C2C=CC=CC=2)(C2C=CC=CC=2)C2C=CC=CC=2)([P](C2C=CC=CC=2)(C2C=CC=CC=2)C2C=CC=CC=2)[P](C2C=CC=CC=2)(C2C=CC=CC=2)C2C=CC=CC=2)(C2C=CC=CC=2)C2C=CC=CC=2)=CC=1. The product is [CH3:1][N:2]1[CH2:6][C:5]23[CH:11]([CH2:12][CH2:13][CH:4]2[CH2:3]1)[C:10]1[CH:14]=[CH:15][C:16]([C:31]2[CH:32]=[CH:33][C:28]([C:26]#[N:27])=[CH:29][CH:30]=2)=[CH:17][C:9]=1[CH2:8][CH2:7]3. The yield is 0.308. (8) The reactants are CC(C)[C@@H](N1CC2C(=CC=C(C3C=CC(NC(NC4C=CC=C(C(F)(F)F)C=4)=O)=CC=3)C=2)C1=O)C(O)=O.[O:38]=[C:39]1[C:47]2[C:42](=[CH:43][C:44]([C:48]3[CH:53]=[CH:52][C:51]([NH:54][C:55]([NH:57][C:58]4[CH:63]=[CH:62][CH:61]=[C:60]([C:64]([F:67])([F:66])[F:65])[CH:59]=4)=[O:56])=[CH:50][CH:49]=3)=[CH:45][CH:46]=2)[CH2:41][N:40]1[CH2:68][CH2:69][C:70]([O:72]CC)=[O:71]. No catalyst specified. The product is [O:38]=[C:39]1[C:47]2[C:42](=[CH:43][C:44]([C:48]3[CH:49]=[CH:50][C:51]([NH:54][C:55]([NH:57][C:58]4[CH:63]=[CH:62][CH:61]=[C:60]([C:64]([F:66])([F:65])[F:67])[CH:59]=4)=[O:56])=[CH:52][CH:53]=3)=[CH:45][CH:46]=2)[CH2:41][N:40]1[CH2:68][CH2:69][C:70]([OH:72])=[O:71]. The yield is 0.950.